This data is from Forward reaction prediction with 1.9M reactions from USPTO patents (1976-2016). The task is: Predict the product of the given reaction. (1) Given the reactants [C:1]1([C:7]2[C:8](=[O:13])[NH:9][CH:10]=[CH:11][N:12]=2)[CH:6]=[CH:5][CH:4]=[CH:3][CH:2]=1.S(=O)(=O)(O)O.[N+:19]([O-])([OH:21])=[O:20], predict the reaction product. The product is: [N+:19]([C:4]1[CH:3]=[CH:2][C:1]([C:7]2[C:8](=[O:13])[NH:9][CH:10]=[CH:11][N:12]=2)=[CH:6][CH:5]=1)([O-:21])=[O:20]. (2) Given the reactants [Cl:1][C:2]1[N:10]=[C:9](Cl)[C:8]([F:12])=[CH:7][C:3]=1[C:4]([OH:6])=[O:5].FC1C=NC=C(C=1)C(O)=O, predict the reaction product. The product is: [Cl:1][C:2]1[N:10]=[CH:9][C:8]([F:12])=[CH:7][C:3]=1[C:4]([OH:6])=[O:5]. (3) The product is: [C:13]([O:12][C:11]([NH:10][C:9]([NH:18][CH2:19][CH2:20][CH2:21][CH2:22][C@@H:23]([NH:44][C:45]([O:47][C:48]([CH3:51])([CH3:50])[CH3:49])=[O:46])[C:24](=[O:43])[NH:25][CH2:26][CH2:27][CH2:28][CH2:29][C@@H:30]([NH:35][C:36]([O:38][C:39]([CH3:42])([CH3:41])[CH3:40])=[O:37])[C:31]([OH:33])=[O:32])=[N:8][C:6](=[O:7])[O:5][C:1]([CH3:4])([CH3:3])[CH3:2])=[O:17])([CH3:14])([CH3:15])[CH3:16]. Given the reactants [C:1]([O:5][C:6]([NH:8][C:9]([NH:18][CH2:19][CH2:20][CH2:21][CH2:22][C@@H:23]([NH:44][C:45]([O:47][C:48]([CH3:51])([CH3:50])[CH3:49])=[O:46])[C:24](=[O:43])[NH:25][CH2:26][CH2:27][CH2:28][CH2:29][C@@H:30]([NH:35][C:36]([O:38][C:39]([CH3:42])([CH3:41])[CH3:40])=[O:37])[C:31]([O:33]C)=[O:32])=[N:10][C:11](=[O:17])[O:12][C:13]([CH3:16])([CH3:15])[CH3:14])=[O:7])([CH3:4])([CH3:3])[CH3:2].[OH-].[Na+], predict the reaction product.